From a dataset of Full USPTO retrosynthesis dataset with 1.9M reactions from patents (1976-2016). Predict the reactants needed to synthesize the given product. (1) Given the product [CH2:28]([O:30][C:31]([C:33]1([C:36]2[CH:41]=[CH:40][C:39]([C:23]3[CH:24]=[CH:25][C:20]([C:19]4[O:18][N:17]=[C:16]([CH3:27])[C:15]=4[CH:13]([C:11]4[O:12][C:8]([CH2:1][C:2]5[CH:7]=[CH:6][CH:5]=[CH:4][CH:3]=5)=[N:9][N:10]=4)[OH:14])=[CH:21][CH:22]=3)=[CH:38][CH:37]=2)[CH2:34][CH2:35]1)=[O:32])[CH3:29], predict the reactants needed to synthesize it. The reactants are: [CH2:1]([C:8]1[O:12][C:11]([CH:13]([C:15]2[C:16]([CH3:27])=[N:17][O:18][C:19]=2[C:20]2[CH:25]=[CH:24][C:23](Br)=[CH:22][CH:21]=2)[OH:14])=[N:10][N:9]=1)[C:2]1[CH:7]=[CH:6][CH:5]=[CH:4][CH:3]=1.[CH2:28]([O:30][C:31]([C:33]1([C:36]2[CH:41]=[CH:40][C:39](B3OC(C)(C)C(C)(C)O3)=[CH:38][CH:37]=2)[CH2:35][CH2:34]1)=[O:32])[CH3:29]. (2) Given the product [CH2:1]([N:8]1[CH2:9][CH2:10][C:11]2([CH2:15][N:14]([C:18]([O:20][C:21]([CH3:24])([CH3:23])[CH3:22])=[O:19])[CH2:13][CH2:12]2)[CH2:16][CH2:17]1)[C:2]1[CH:3]=[CH:4][CH:5]=[CH:6][CH:7]=1, predict the reactants needed to synthesize it. The reactants are: [CH2:1]([N:8]1[CH2:17][CH2:16][C:11]2([CH2:15][NH:14][CH2:13][CH2:12]2)[CH2:10][CH2:9]1)[C:2]1[CH:7]=[CH:6][CH:5]=[CH:4][CH:3]=1.[C:18](O[C:18]([O:20][C:21]([CH3:24])([CH3:23])[CH3:22])=[O:19])([O:20][C:21]([CH3:24])([CH3:23])[CH3:22])=[O:19]. (3) Given the product [ClH:1].[NH:9]1[CH2:14][CH2:13][S:12](=[O:16])(=[O:15])[CH2:11][CH2:10]1, predict the reactants needed to synthesize it. The reactants are: [Cl:1]C(OCCCl)=O.C[N:9]1[CH2:14][CH2:13][S:12](=[O:16])(=[O:15])[CH2:11][CH2:10]1. (4) Given the product [C:14]1([NH:13][C:5]2([CH3:8])[O:4][C:3](=[O:9])[C:2]([CH3:1])=[CH:6]2)[CH:19]=[CH:18][CH:17]=[CH:16][CH:15]=1, predict the reactants needed to synthesize it. The reactants are: [CH3:1][C:2]1[C:3](=[O:9])[O:4][C:5]([CH3:8])(O)[CH:6]=1.C(Cl)Cl.[NH2:13][C:14]1[CH:19]=[CH:18][CH:17]=[CH:16][CH:15]=1. (5) Given the product [ClH:27].[N:17]1([C:13]2[CH:14]=[C:15]3[C:10](=[CH:11][C:12]=2[C:23]([F:26])([F:24])[F:25])[CH2:9][NH:8][CH2:16]3)[CH2:22][CH2:21][O:20][CH2:19][CH2:18]1, predict the reactants needed to synthesize it. The reactants are: C(OC([N:8]1[CH2:16][C:15]2[C:10](=[CH:11][C:12]([C:23]([F:26])([F:25])[F:24])=[C:13]([N:17]3[CH2:22][CH2:21][O:20][CH2:19][CH2:18]3)[CH:14]=2)[CH2:9]1)=O)(C)(C)C.[ClH:27].